This data is from Full USPTO retrosynthesis dataset with 1.9M reactions from patents (1976-2016). The task is: Predict the reactants needed to synthesize the given product. (1) Given the product [N:21]1[CH:2]=[C:1]([C:3]2[CH:4]=[CH:5][C:6]3[N:7]([C:9]([CH2:12][NH:13][C:14](=[O:20])[O:15][C:16]([CH3:17])([CH3:19])[CH3:18])=[N:10][N:11]=3)[N:8]=2)[NH:23][N:22]=1, predict the reactants needed to synthesize it. The reactants are: [C:1]([C:3]1[CH:4]=[CH:5][C:6]2[N:7]([C:9]([CH2:12][NH:13][C:14](=[O:20])[O:15][C:16]([CH3:19])([CH3:18])[CH3:17])=[N:10][N:11]=2)[N:8]=1)#[CH:2].[N-:21]=[N+:22]=[N-:23].[Na+].CN(C=O)C. (2) Given the product [OH:42][C:36]([C:38]([F:41])([F:40])[F:39])=[O:37].[NH2:27][C@@H:25]([CH3:26])[C:24]([NH:23][C@@H:5]([CH2:4][CH:1]1[CH2:3][CH2:2]1)[C:6]([NH:8][C@@H:9]([CH2:16][C:17]1[CH:18]=[CH:19][CH:20]=[CH:21][CH:22]=1)[C:10]([C@@:12]1([CH3:15])[CH2:14][O:13]1)=[O:11])=[O:7])=[O:35], predict the reactants needed to synthesize it. The reactants are: [CH:1]1([CH2:4][C@H:5]([NH:23][C:24](=[O:35])[C@@H:25]([NH:27]C(=O)OC(C)(C)C)[CH3:26])[C:6]([NH:8][C@@H:9]([CH2:16][C:17]2[CH:22]=[CH:21][CH:20]=[CH:19][CH:18]=2)[C:10]([C@@:12]2([CH3:15])[CH2:14][O:13]2)=[O:11])=[O:7])[CH2:3][CH2:2]1.[C:36]([OH:42])([C:38]([F:41])([F:40])[F:39])=[O:37].